Predict the product of the given reaction. From a dataset of Forward reaction prediction with 1.9M reactions from USPTO patents (1976-2016). (1) Given the reactants S(Cl)([Cl:3])=O.[C:5]([C:9]1[CH:14]=[CH:13][C:12]([S:15]([NH:18][C:19]2[CH:27]=[C:26](F)[C:25]([Cl:29])=[CH:24][C:20]=2[C:21]([OH:23])=O)(=[O:17])=[O:16])=[CH:11][CH:10]=1)([CH3:8])([CH3:7])[CH3:6].CNC.C[N-]C, predict the reaction product. The product is: [C:5]([C:9]1[CH:14]=[CH:13][C:12]([S:15]([NH:18][C:19]2[CH:27]=[CH:26][C:25]([Cl:29])=[CH:24][C:20]=2[C:21]([Cl:3])=[O:23])(=[O:17])=[O:16])=[CH:11][CH:10]=1)([CH3:7])([CH3:8])[CH3:6]. (2) Given the reactants [Cl:1][C:2]1[CH:3]=[C:4]([CH:7]=[CH:8][CH:9]=1)[CH:5]=O.[C:10]([NH:13][CH2:14][C:15]([OH:17])=[O:16])(=O)[CH3:11].C([O-])(=O)C.[Na+], predict the reaction product. The product is: [Cl:1][C:2]1[CH:3]=[C:4]([CH:7]=[CH:8][CH:9]=1)/[CH:5]=[C:14]1\[N:13]=[C:10]([CH3:11])[O:17][C:15]\1=[O:16]. (3) Given the reactants Cl[C:2]1[N:7]=[CH:6][C:5]([CH2:8][N:9]2[CH2:14][CH2:13][O:12][C@@H:11]([C:15]3[CH:20]=[CH:19][CH:18]=[CH:17][CH:16]=3)[CH2:10]2)=[CH:4][CH:3]=1.[C:21]([C:25]1[O:29][N:28]=[C:27]([NH2:30])[CH:26]=1)([CH3:24])([CH3:23])[CH3:22].C[Si]([N-][Si](C)(C)C)(C)C.[Na+], predict the reaction product. The product is: [C:21]([C:25]1[O:29][N:28]=[C:27]([NH:30][C:2]2[CH:3]=[CH:4][C:5]([CH2:8][N:9]3[CH2:14][CH2:13][O:12][C@@H:11]([C:15]4[CH:20]=[CH:19][CH:18]=[CH:17][CH:16]=4)[CH2:10]3)=[CH:6][N:7]=2)[CH:26]=1)([CH3:24])([CH3:23])[CH3:22]. (4) Given the reactants [NH2:1][C:2]1[C:10]2[C:5](=[CH:6][CH:7]=[CH:8][CH:9]=2)[NH:4][C:3]=1[C:11]([O:13][CH2:14][CH3:15])=[O:12].[F:16][C:17]([F:34])([F:33])[C:18]1[CH:19]=[C:20]([N:24]2[CH2:29][CH2:28][CH:27]([C:30](O)=[O:31])[CH2:26][CH2:25]2)[CH:21]=[CH:22][CH:23]=1, predict the reaction product. The product is: [CH2:14]([O:13][C:11]([C:3]1[NH:4][C:5]2[C:10]([C:2]=1[NH:1][C:30]([CH:27]1[CH2:26][CH2:25][N:24]([C:20]3[CH:21]=[CH:22][CH:23]=[C:18]([C:17]([F:34])([F:16])[F:33])[CH:19]=3)[CH2:29][CH2:28]1)=[O:31])=[CH:9][CH:8]=[CH:7][CH:6]=2)=[O:12])[CH3:15]. (5) The product is: [C:1]([C:5]1[N:10]=[CH:9][C:8]([C:11]2[N:12]([C:32]([N:43]3[CH2:44][CH2:45][N:40]([CH2:46][CH2:47][CH2:48][S:49]([NH2:52])(=[O:50])=[O:51])[CH2:41][CH2:42]3)=[O:33])[C@@:13]([C:25]3[CH:26]=[CH:27][C:28]([Cl:31])=[CH:29][CH:30]=3)([CH3:24])[C@@:14]([C:17]3[CH:18]=[CH:19][C:20]([Cl:23])=[CH:21][CH:22]=3)([CH3:16])[N:15]=2)=[C:7]([O:35][CH2:36][CH3:37])[CH:6]=1)([CH3:2])([CH3:3])[CH3:4]. Given the reactants [C:1]([C:5]1[N:10]=[CH:9][C:8]([C:11]2[N:12]([C:32](Cl)=[O:33])[C@@:13]([C:25]3[CH:30]=[CH:29][C:28]([Cl:31])=[CH:27][CH:26]=3)([CH3:24])[C@@:14]([C:17]3[CH:22]=[CH:21][C:20]([Cl:23])=[CH:19][CH:18]=3)([CH3:16])[N:15]=2)=[C:7]([O:35][CH2:36][CH3:37])[CH:6]=1)([CH3:4])([CH3:3])[CH3:2].Cl.Cl.[N:40]1([CH2:46][CH2:47][CH2:48][S:49]([NH2:52])(=[O:51])=[O:50])[CH2:45][CH2:44][NH:43][CH2:42][CH2:41]1, predict the reaction product. (6) Given the reactants Br[C:2]1[CH:3]=[C:4]2[C:9](=[CH:10][CH:11]=1)[N:8]=[C:7]([O:12][CH3:13])[C:6]([CH2:14][N:15]1[C:20]([CH3:22])([CH3:21])[CH2:19][CH2:18][CH2:17][C:16]1([CH3:24])[CH3:23])=[C:5]2[Cl:25].[CH3:26][C:27]1[C:32]([C:33]([C:35]2[N:39]([CH3:40])[N:38]=[N:37][CH:36]=2)=[O:34])=[CH:31][CH:30]=[C:29]([CH3:41])[N:28]=1, predict the reaction product. The product is: [Cl:25][C:5]1[C:4]2[C:9](=[CH:10][CH:11]=[C:2]([C:33]([C:32]3[C:27]([CH3:26])=[N:28][C:29]([CH3:41])=[CH:30][CH:31]=3)([C:35]3[N:39]([CH3:40])[N:38]=[N:37][CH:36]=3)[OH:34])[CH:3]=2)[N:8]=[C:7]([O:12][CH3:13])[C:6]=1[CH2:14][N:15]1[C:20]([CH3:21])([CH3:22])[CH2:19][CH2:18][CH2:17][C:16]1([CH3:24])[CH3:23].